From a dataset of Full USPTO retrosynthesis dataset with 1.9M reactions from patents (1976-2016). Predict the reactants needed to synthesize the given product. Given the product [CH2:13]([NH:20][C:2]1[C:7]([C:8]([OH:10])=[O:9])=[CH:6][N:5]=[C:4]([Cl:11])[C:3]=1[Cl:12])[C:14]1[CH:19]=[CH:18][CH:17]=[CH:16][CH:15]=1, predict the reactants needed to synthesize it. The reactants are: Cl[C:2]1[C:7]([C:8]([OH:10])=[O:9])=[CH:6][N:5]=[C:4]([Cl:11])[C:3]=1[Cl:12].[CH2:13]([NH2:20])[C:14]1[CH:19]=[CH:18][CH:17]=[CH:16][CH:15]=1.C(N(CC)CC)C.[Cl-].[Na+].